From a dataset of NCI-60 drug combinations with 297,098 pairs across 59 cell lines. Regression. Given two drug SMILES strings and cell line genomic features, predict the synergy score measuring deviation from expected non-interaction effect. Drug 1: CNC(=O)C1=CC=CC=C1SC2=CC3=C(C=C2)C(=NN3)C=CC4=CC=CC=N4. Drug 2: CC12CCC(CC1=CCC3C2CCC4(C3CC=C4C5=CN=CC=C5)C)O. Cell line: TK-10. Synergy scores: CSS=5.25, Synergy_ZIP=0.644, Synergy_Bliss=2.73, Synergy_Loewe=0.493, Synergy_HSA=1.56.